From a dataset of Reaction yield outcomes from USPTO patents with 853,638 reactions. Predict the reaction yield, written as a fraction of the theoretical maximum amount of product (1.0 means a 100% yield; for example, 0.34 means a 34% yield). The reactants are Cl.[CH3:2][O:3][C:4](=[O:11])[C@H:5]([CH2:7][CH:8]([CH3:10])[CH3:9])[NH2:6].C(N(CC)C(C)C)(C)C.C([O:23][C:24](=O)[CH:25]=[C:26]([O:29][C:30]1[CH:35]=[CH:34][CH:33]=[C:32]([C:36]([F:39])([F:38])[F:37])[CH:31]=1)[CH2:27]Br)C. The catalyst is C(#N)C. The product is [CH3:2][O:3][C:4](=[O:11])[C@@H:5]([N:6]1[CH2:27][C:26]([O:29][C:30]2[CH:35]=[CH:34][CH:33]=[C:32]([C:36]([F:38])([F:39])[F:37])[CH:31]=2)=[CH:25][C:24]1=[O:23])[CH2:7][CH:8]([CH3:10])[CH3:9]. The yield is 0.590.